The task is: Predict the product of the given reaction.. This data is from Forward reaction prediction with 1.9M reactions from USPTO patents (1976-2016). (1) Given the reactants [Cl:1][C:2]1[CH:3]=[C:4]([NH:13][CH:14]2[CH2:19][CH2:18][O:17][CH2:16][CH2:15]2)[C:5]([CH3:12])=[C:6]([CH:11]=1)[C:7]([O:9][CH3:10])=[O:8].[C:20](=O)([O-])[O-].[Cs+].[Cs+].CI, predict the reaction product. The product is: [Cl:1][C:2]1[CH:3]=[C:4]([N:13]([CH3:20])[CH:14]2[CH2:19][CH2:18][O:17][CH2:16][CH2:15]2)[C:5]([CH3:12])=[C:6]([CH:11]=1)[C:7]([O:9][CH3:10])=[O:8]. (2) Given the reactants [Br:1]N1C(=O)CCC1=O.[CH2:9]([N:13]([CH2:20][CH2:21][CH2:22][CH3:23])[C:14]1[CH:19]=[CH:18][CH:17]=[CH:16][CH:15]=1)[CH2:10][CH2:11][CH3:12].O, predict the reaction product. The product is: [Br:1][C:17]1[CH:18]=[CH:19][C:14]([N:13]([CH2:20][CH2:21][CH2:22][CH3:23])[CH2:9][CH2:10][CH2:11][CH3:12])=[CH:15][CH:16]=1. (3) Given the reactants [N:1]1[CH:6]=[CH:5][CH:4]=[CH:3][C:2]=1[CH:7]=[C:8]1[CH2:13][CH2:12][N:11]([C:14]([NH:16][C:17]2[S:18][C:19]([C:22]3[CH:30]=[CH:29][C:25]([C:26]([OH:28])=O)=[CH:24][CH:23]=3)=[CH:20][N:21]=2)=[O:15])[CH2:10][CH2:9]1.CCN=C=NCCCN(C)C.[CH3:42][S:43]([NH2:46])(=[O:45])=[O:44].O, predict the reaction product. The product is: [CH3:42][S:43]([NH:46][C:26]([C:25]1[CH:29]=[CH:30][C:22]([C:19]2[S:18][C:17]([NH:16][C:14]([N:11]3[CH2:12][CH2:13][C:8](=[CH:7][C:2]4[CH:3]=[CH:4][CH:5]=[CH:6][N:1]=4)[CH2:9][CH2:10]3)=[O:15])=[N:21][CH:20]=2)=[CH:23][CH:24]=1)=[O:28])(=[O:45])=[O:44]. (4) Given the reactants Cl.[Cl:2][C:3]1[CH:4]=[C:5]([C:15]([OH:17])=O)[C:6]([C:9]2[CH:10]=[N:11][CH:12]=[CH:13][CH:14]=2)=[N:7][CH:8]=1.[CH3:18][O:19][C:20]1[CH:21]=[C:22]([CH:25]=[CH:26][C:27]=1[O:28][CH3:29])[CH2:23][NH2:24].C(Cl)CCl.C1C=CC2N(O)N=NC=2C=1.C(N(CC)CC)C, predict the reaction product. The product is: [Cl:2][C:3]1[CH:4]=[C:5]([C:15]([NH:24][CH2:23][C:22]2[CH:25]=[CH:26][C:27]([O:28][CH3:29])=[C:20]([O:19][CH3:18])[CH:21]=2)=[O:17])[C:6]([C:9]2[CH:10]=[N:11][CH:12]=[CH:13][CH:14]=2)=[N:7][CH:8]=1. (5) Given the reactants I[C:2]1[CH:7]=[CH:6][C:5]([NH:8][CH2:9][CH2:10][OH:11])=[CH:4][CH:3]=1.[B:12]1([B:12]2[O:16][C:15]([CH3:18])([CH3:17])[C:14]([CH3:20])([CH3:19])[O:13]2)[O:16][C:15]([CH3:18])([CH3:17])[C:14]([CH3:20])([CH3:19])[O:13]1.C([O-])(=O)C.[K+], predict the reaction product. The product is: [CH3:19][C:14]1([CH3:20])[C:15]([CH3:18])([CH3:17])[O:16][B:12]([C:2]2[CH:7]=[CH:6][C:5]([NH:8][CH2:9][CH2:10][OH:11])=[CH:4][CH:3]=2)[O:13]1. (6) The product is: [CH2:1]1[CH:9]2[CH:4]([CH2:5][CH2:6][CH2:7][CH2:8]2)[CH2:3][NH:2]1. Given the reactants [C:1]1(=O)[CH:9]2[CH:4]([CH2:5][CH2:6][CH2:7][CH2:8]2)[C:3](=O)[NH:2]1.[H-].[H-].[H-].[H-].[Li+].[Al+3].O.[OH-].[Na+], predict the reaction product. (7) Given the reactants [Cl:1][C:2]1[CH:7]=[CH:6][C:5]([C:8]2[CH:13]=[CH:12][CH:11]=[CH:10][C:9]=2[S:14]([NH:17][C:18]2[CH:27]=[CH:26][C:25]([O:28][CH3:29])=[C:24]3[C:19]=2[CH2:20][CH2:21][C@H:22]([CH2:30][NH:31][C:32](=[O:38])[O:33][C:34]([CH3:37])([CH3:36])[CH3:35])[CH2:23]3)(=[O:16])=[O:15])=[CH:4][CH:3]=1.[H-].[Na+].I[CH3:42].O, predict the reaction product. The product is: [Cl:1][C:2]1[CH:7]=[CH:6][C:5]([C:8]2[CH:13]=[CH:12][CH:11]=[CH:10][C:9]=2[S:14]([N:17]([CH3:42])[C:18]2[CH:27]=[CH:26][C:25]([O:28][CH3:29])=[C:24]3[C:19]=2[CH2:20][CH2:21][C@H:22]([CH2:30][NH:31][C:32](=[O:38])[O:33][C:34]([CH3:35])([CH3:37])[CH3:36])[CH2:23]3)(=[O:15])=[O:16])=[CH:4][CH:3]=1. (8) Given the reactants [C-:1]#[N:2].[Na+].Cl[CH2:5][C:6]1[CH:11]=[CH:10][C:9]([O:12][CH3:13])=[CH:8][N:7]=1, predict the reaction product. The product is: [CH3:13][O:12][C:9]1[CH:10]=[CH:11][C:6]([CH2:5][C:1]#[N:2])=[N:7][CH:8]=1.